This data is from Forward reaction prediction with 1.9M reactions from USPTO patents (1976-2016). The task is: Predict the product of the given reaction. (1) Given the reactants [CH3:1][S:2][C:3]1[N:8]=[C:7]([CH2:9][C:10]([C:12]2[CH:17]=[CH:16][CH:15]=[C:14]([C:18]([F:21])([F:20])[F:19])[CH:13]=2)=[O:11])[CH:6]=[CH:5][N:4]=1.C[Si]([N-][Si](C)(C)C)(C)C.[Na+].C1COCC1.[CH2:37]([O:44][C:45]([N:47]1[CH2:52][CH2:51][CH:50]([C:53](=[O:57])[CH:54](Br)[CH3:55])[CH2:49][CH2:48]1)=[O:46])[C:38]1[CH:43]=[CH:42][CH:41]=[CH:40][CH:39]=1, predict the reaction product. The product is: [CH2:37]([O:44][C:45]([N:47]1[CH2:52][CH2:51][CH:50]([C:53](=[O:57])[CH:54]([CH3:55])[CH:9]([C:7]2[CH:6]=[CH:5][N:4]=[C:3]([S:2][CH3:1])[N:8]=2)[C:10](=[O:11])[C:12]2[CH:17]=[CH:16][CH:15]=[C:14]([C:18]([F:20])([F:21])[F:19])[CH:13]=2)[CH2:49][CH2:48]1)=[O:46])[C:38]1[CH:39]=[CH:40][CH:41]=[CH:42][CH:43]=1. (2) Given the reactants C(O[C:4](=[O:17])[CH2:5][C:6]1([NH:9][CH2:10][CH2:11][C:12]([O:14][CH2:15][CH3:16])=[O:13])[CH2:8][CH2:7]1)C.CC([O-])(C)C.[K+].C(Cl)Cl, predict the reaction product. The product is: [O:17]=[C:4]1[CH2:5][C:6]2([CH2:7][CH2:8]2)[NH:9][CH2:10][CH:11]1[C:12]([O:14][CH2:15][CH3:16])=[O:13]. (3) Given the reactants [NH:1]1[CH2:6][CH2:5][C:4](=[O:7])[CH2:3][CH2:2]1.C([O-])([O-])=O.[K+].[K+].[C:14]([O:18][C:19]([N:21]1[CH2:26][CH2:25][CH:24]([CH2:27][CH2:28]OS(C)(=O)=O)[CH2:23][CH2:22]1)=[O:20])([CH3:17])([CH3:16])[CH3:15].O, predict the reaction product. The product is: [C:14]([O:18][C:19]([N:21]1[CH2:26][CH2:25][CH:24]([CH2:27][CH2:28][N:1]2[CH2:6][CH2:5][C:4](=[O:7])[CH2:3][CH2:2]2)[CH2:23][CH2:22]1)=[O:20])([CH3:17])([CH3:16])[CH3:15]. (4) Given the reactants [CH2:1]([O:4][C:5]1[CH:14]=[CH:13][C:12]2[C:7](=[CH:8][CH:9]=[CH:10][CH:11]=2)[C:6]=1[CH:15]=[O:16])[CH:2]=[CH2:3].[BH4-].[Na+], predict the reaction product. The product is: [CH2:1]([O:4][C:5]1[CH:14]=[CH:13][C:12]2[C:7](=[CH:8][CH:9]=[CH:10][CH:11]=2)[C:6]=1[CH2:15][OH:16])[CH:2]=[CH2:3]. (5) Given the reactants ClC(Cl)(O[C:5](=[O:11])OC(Cl)(Cl)Cl)Cl.[NH2:13][C:14]1[CH:23]=[CH:22][C:21]([C:24]([C:26]2[N:34]3[C:29]([CH:30]=[CH:31][CH:32]=[CH:33]3)=[C:28]([O:35][CH2:36][CH2:37][O:38][CH3:39])[C:27]=2[CH3:40])=[O:25])=[CH:20][C:15]=1[C:16]([O:18][CH3:19])=[O:17].C(N(CC)CC)C.[CH2:48]([NH2:51])[CH2:49][CH3:50], predict the reaction product. The product is: [CH3:39][O:38][CH2:37][CH2:36][O:35][C:28]1[C:27]([CH3:40])=[C:26]([C:24]([C:21]2[CH:22]=[CH:23][C:14]([NH:13][C:5](=[O:11])[NH:51][CH2:48][CH2:49][CH3:50])=[C:15]([CH:20]=2)[C:16]([O:18][CH3:19])=[O:17])=[O:25])[N:34]2[C:29]=1[CH:30]=[CH:31][CH:32]=[CH:33]2. (6) The product is: [Br:12][C:13]1[CH:14]=[CH:15][C:16](=[O:19])[N:17]([CH2:10][CH2:9][C:8]#[C:7][C:2]2[CH:3]=[CH:4][CH:5]=[CH:6][N:1]=2)[CH:18]=1. Given the reactants [N:1]1[CH:6]=[CH:5][CH:4]=[CH:3][C:2]=1[C:7]#[C:8][CH2:9][CH2:10]O.[Br:12][C:13]1[CH:14]=[CH:15][C:16](=[O:19])[NH:17][CH:18]=1, predict the reaction product. (7) Given the reactants [NH2:1][C:2]1[C:6]2[CH:7]=[CH:8][CH:9]=[C:10]([N+:11]([O-:13])=[O:12])[C:5]=2[S:4][C:3]=1[C:14](OC)=O.C(O)(=O)C.[CH:22]([NH2:24])=N.C(N)=[O:26], predict the reaction product. The product is: [N+:11]([C:10]1[C:5]2[S:4](=[O:26])[C:3]3[CH:14]=[N:24][CH:22]=[N:1][C:2]=3[C:6]=2[CH:7]=[CH:8][CH:9]=1)([O-:13])=[O:12].